This data is from Reaction yield outcomes from USPTO patents with 853,638 reactions. The task is: Predict the reaction yield, written as a fraction of the theoretical maximum amount of product (1.0 means a 100% yield; for example, 0.34 means a 34% yield). (1) The reactants are [NH:1]([C:3]([NH:5][C:6]1[S:7][C:8]([C:12]([O:14][CH2:15][CH3:16])=[O:13])=[C:9]([CH3:11])[N:10]=1)=[O:4])[NH2:2].[CH:17](OCC)(OCC)OCC. No catalyst specified. The product is [CH3:11][C:9]1[N:10]=[C:6]([N:5]2[C:3](=[O:4])[NH:1][N:2]=[CH:17]2)[S:7][C:8]=1[C:12]([O:14][CH2:15][CH3:16])=[O:13]. The yield is 0.800. (2) The yield is 0.0600. The reactants are Cl.[NH:2]1[CH2:5][CH:4]([CH2:6][C:7]2[N:15]3[C:10]([C:11]([NH2:16])=[N:12][CH:13]=[N:14]3)=[C:9]([C:17]3[CH:18]=[CH:19][C:20]4[C:24]([CH:25]=3)=[N:23][N:22]([CH2:26][C:27]3[CH:32]=[CH:31][CH:30]=[CH:29][CH:28]=3)[CH:21]=4)[CH:8]=2)[CH2:3]1.Br[CH2:34][CH2:35][O:36][Si](C(C)(C)C)(C)C.C(N(CC)C(C)C)(C)C. The product is [NH2:16][C:11]1[C:10]2=[C:9]([C:17]3[CH:18]=[CH:19][C:20]4[C:24]([CH:25]=3)=[N:23][N:22]([CH2:26][C:27]3[CH:32]=[CH:31][CH:30]=[CH:29][CH:28]=3)[CH:21]=4)[CH:8]=[C:7]([CH2:6][CH:4]3[CH2:5][N:2]([CH2:34][CH2:35][OH:36])[CH2:3]3)[N:15]2[N:14]=[CH:13][N:12]=1. The catalyst is C1COCC1. (3) The reactants are [F:1][C:2]([F:7])([F:6])[C:3]([OH:5])=[O:4].[F:8][C:9]([F:14])([F:13])[C:10]([OH:12])=[O:11].FC(F)(F)C(O)=O.[Cl:22][C:23]1[CH:24]=[N:25][C:26]2[NH:27][C:28]3[CH:29]=[N:30][CH:31]=[C:32]([CH:54]=3)[CH2:33][CH2:34][C:35]3[CH:43]=[C:39]([NH:40][C:41]=1[N:42]=2)[CH:38]=[CH:37][C:36]=3[NH:44][C:45](=[O:53])[CH2:46][CH:47]1[CH2:52][CH2:51][NH:50][CH2:49][CH2:48]1.[O:55]1[CH:59]=[CH:58][N:57]=[C:56]1[C:60](O)=[O:61]. The product is [F:1][C:2]([F:7])([F:6])[C:3]([OH:5])=[O:4].[F:8][C:9]([F:14])([F:13])[C:10]([OH:12])=[O:11].[Cl:22][C:23]1[CH:24]=[N:25][C:26]2[NH:27][C:28]3[CH:29]=[N:30][CH:31]=[C:32]([CH:54]=3)[CH2:33][CH2:34][C:35]3[CH:43]=[C:39]([NH:40][C:41]=1[N:42]=2)[CH:38]=[CH:37][C:36]=3[NH:44][C:45](=[O:53])[CH2:46][CH:47]1[CH2:52][CH2:51][N:50]([C:60]([C:56]2[O:55][CH:59]=[CH:58][N:57]=2)=[O:61])[CH2:49][CH2:48]1. The yield is 0.310. No catalyst specified. (4) The reactants are [CH2:1]([N:3]1[C:7]([OH:8])=[CH:6][C:5]([C:9]2[CH:14]=[N:13][CH:12]=[CH:11][N:10]=2)=[N:4]1)[CH3:2].[H-].[Na+].[F:17][C:18]([F:37])([F:36])[S:19](N(C1C=CC=CC=1)[S:19]([C:18]([F:37])([F:36])[F:17])(=[O:21])=[O:20])(=[O:21])=[O:20]. The catalyst is CN(C=O)C. The product is [CH2:1]([N:3]1[C:7]([O:8][S:19]([C:18]([F:37])([F:36])[F:17])(=[O:21])=[O:20])=[CH:6][C:5]([C:9]2[CH:14]=[N:13][CH:12]=[CH:11][N:10]=2)=[N:4]1)[CH3:2]. The yield is 0.629. (5) The reactants are [CH3:1][O:2][C:3]([C:5]1[CH:6]=[C:7]([CH:11]=[C:12]([I:14])[CH:13]=1)[C:8](O)=[O:9])=[O:4].[NH3:15]. The catalyst is S(Cl)(Cl)=O. The product is [CH3:1][O:2][C:3]([C:5]1[CH:6]=[C:7]([CH:11]=[C:12]([I:14])[CH:13]=1)[C:8]([NH2:15])=[O:9])=[O:4]. The yield is 0.820. (6) The reactants are [Br:1][C:2]1[CH:3]=[CH:4][C:5]([CH:8]=[O:9])=[N:6][CH:7]=1.[F:10][C:11]([Si](C)(C)C)([F:13])[F:12].[F-].C([N+](CCCC)(CCCC)CCCC)CCC. The catalyst is C1COCC1.Cl.O. The product is [Br:1][C:2]1[CH:3]=[CH:4][C:5]([CH:8]([OH:9])[C:11]([F:13])([F:12])[F:10])=[N:6][CH:7]=1. The yield is 0.650.